From a dataset of Full USPTO retrosynthesis dataset with 1.9M reactions from patents (1976-2016). Predict the reactants needed to synthesize the given product. (1) Given the product [CH3:6][O:7][C:8]1[C:13]([NH:14][C:15]2[N:20]=[C:19]([C:21]3[CH:22]=[N:23][N:24]4[CH:29]=[CH:28][CH:27]=[CH:26][C:25]=34)[C:18]([CH3:30])=[CH:17][N:16]=2)=[CH:12][C:11]([NH:31][C:1](=[O:4])[CH:2]=[CH2:3])=[C:10]([C:32]2[CH2:33][CH2:34][N:35]([CH3:38])[CH2:36][CH:37]=2)[CH:9]=1, predict the reactants needed to synthesize it. The reactants are: [C:1](Cl)(=[O:4])[CH:2]=[CH2:3].[CH3:6][O:7][C:8]1[C:13]([NH:14][C:15]2[N:20]=[C:19]([C:21]3[CH:22]=[N:23][N:24]4[CH:29]=[CH:28][CH:27]=[CH:26][C:25]=34)[C:18]([CH3:30])=[CH:17][N:16]=2)=[CH:12][C:11]([NH2:31])=[C:10]([C:32]2[CH2:33][CH2:34][N:35]([CH3:38])[CH2:36][CH:37]=2)[CH:9]=1.CCN(C(C)C)C(C)C. (2) Given the product [F:32][C:33]1[CH:34]=[C:35]([CH:45]=[CH:46][CH:47]=1)[O:36][C:37]1[CH:38]=[C:39]([CH2:40][NH:41][C:4](=[O:6])[C:3]2[CH:7]=[CH:8][CH:9]=[N:10][C:2]=2[NH2:1])[CH:42]=[CH:43][CH:44]=1, predict the reactants needed to synthesize it. The reactants are: [NH2:1][C:2]1[N:10]=[CH:9][CH:8]=[CH:7][C:3]=1[C:4]([OH:6])=O.ON1C2C=CC=CC=2N=N1.CCN=C=NCCCN(C)C.[F:32][C:33]1[CH:34]=[C:35]([CH:45]=[CH:46][CH:47]=1)[O:36][C:37]1[CH:38]=[C:39]([CH:42]=[CH:43][CH:44]=1)[CH2:40][NH2:41].C(=O)(O)[O-].[Na+].